From a dataset of Full USPTO retrosynthesis dataset with 1.9M reactions from patents (1976-2016). Predict the reactants needed to synthesize the given product. (1) Given the product [Cl:1][C:2]1[CH:7]=[CH:6][C:5]([C:18]2[N:19]=[C:20]([C:23]3[CH:28]=[CH:27][CH:26]=[C:25]([F:29])[N:24]=3)[S:21][CH:22]=2)=[CH:4][CH:3]=1, predict the reactants needed to synthesize it. The reactants are: [Cl:1][C:2]1[CH:7]=[CH:6][C:5](B(O)O)=[CH:4][CH:3]=1.C(=O)([O-])[O-].[K+].[K+].Br[C:18]1[N:19]=[C:20]([C:23]2[CH:28]=[CH:27][CH:26]=[C:25]([F:29])[N:24]=2)[S:21][CH:22]=1. (2) Given the product [Cl:16][C:17]1[CH:18]=[C:19]([CH:25]=[CH:26][CH:27]=1)[CH2:20][S:21][CH2:22][CH2:23][NH:24][C:6](=[O:7])[C:5]1[C:4]([N+:1]([O-:3])=[O:2])=[CH:12][CH:11]=[CH:10][C:9]=1[N+:13]([O-:15])=[O:14], predict the reactants needed to synthesize it. The reactants are: [N+:1]([C:4]1[CH:12]=[CH:11][CH:10]=[C:9]([N+:13]([O-:15])=[O:14])[C:5]=1[C:6](Cl)=[O:7])([O-:3])=[O:2].[Cl:16][C:17]1[CH:18]=[C:19]([CH:25]=[CH:26][CH:27]=1)[CH2:20][S:21][CH2:22][CH2:23][NH2:24].